Dataset: NCI-60 drug combinations with 297,098 pairs across 59 cell lines. Task: Regression. Given two drug SMILES strings and cell line genomic features, predict the synergy score measuring deviation from expected non-interaction effect. (1) Drug 1: CCC1=CC2CC(C3=C(CN(C2)C1)C4=CC=CC=C4N3)(C5=C(C=C6C(=C5)C78CCN9C7C(C=CC9)(C(C(C8N6C)(C(=O)OC)O)OC(=O)C)CC)OC)C(=O)OC.C(C(C(=O)O)O)(C(=O)O)O. Drug 2: CN(C)C1=NC(=NC(=N1)N(C)C)N(C)C. Cell line: HCT116. Synergy scores: CSS=21.2, Synergy_ZIP=-1.48, Synergy_Bliss=-4.07, Synergy_Loewe=-57.6, Synergy_HSA=-3.49. (2) Drug 1: CC1=C(C=C(C=C1)C(=O)NC2=CC(=CC(=C2)C(F)(F)F)N3C=C(N=C3)C)NC4=NC=CC(=N4)C5=CN=CC=C5. Drug 2: CCC1=C2CN3C(=CC4=C(C3=O)COC(=O)C4(CC)O)C2=NC5=C1C=C(C=C5)O. Cell line: A498. Synergy scores: CSS=10.1, Synergy_ZIP=-3.69, Synergy_Bliss=-2.89, Synergy_Loewe=-75.8, Synergy_HSA=-6.83. (3) Drug 1: CCCCCOC(=O)NC1=NC(=O)N(C=C1F)C2C(C(C(O2)C)O)O. Drug 2: CC(C)CN1C=NC2=C1C3=CC=CC=C3N=C2N. Cell line: NCI-H522. Synergy scores: CSS=-5.07, Synergy_ZIP=3.07, Synergy_Bliss=1.22, Synergy_Loewe=-3.04, Synergy_HSA=-3.94. (4) Drug 1: CC1CCC2CC(C(=CC=CC=CC(CC(C(=O)C(C(C(=CC(C(=O)CC(OC(=O)C3CCCCN3C(=O)C(=O)C1(O2)O)C(C)CC4CCC(C(C4)OC)O)C)C)O)OC)C)C)C)OC. Drug 2: CCC1(C2=C(COC1=O)C(=O)N3CC4=CC5=C(C=CC(=C5CN(C)C)O)N=C4C3=C2)O.Cl. Cell line: SW-620. Synergy scores: CSS=40.4, Synergy_ZIP=-1.63, Synergy_Bliss=-1.35, Synergy_Loewe=0.439, Synergy_HSA=1.59. (5) Drug 1: CC1OCC2C(O1)C(C(C(O2)OC3C4COC(=O)C4C(C5=CC6=C(C=C35)OCO6)C7=CC(=C(C(=C7)OC)O)OC)O)O. Drug 2: CN1C2=C(C=C(C=C2)N(CCCl)CCCl)N=C1CCCC(=O)O.Cl. Cell line: OVCAR-5. Synergy scores: CSS=11.8, Synergy_ZIP=-4.76, Synergy_Bliss=-0.995, Synergy_Loewe=-12.9, Synergy_HSA=-1.50. (6) Drug 1: C1=CN(C(=O)N=C1N)C2C(C(C(O2)CO)O)O.Cl. Drug 2: COCCOC1=C(C=C2C(=C1)C(=NC=N2)NC3=CC=CC(=C3)C#C)OCCOC.Cl. Cell line: EKVX. Synergy scores: CSS=15.3, Synergy_ZIP=-5.16, Synergy_Bliss=-3.67, Synergy_Loewe=0.884, Synergy_HSA=1.80. (7) Drug 1: C1=CC=C(C=C1)NC(=O)CCCCCCC(=O)NO. Drug 2: CN(CC1=CN=C2C(=N1)C(=NC(=N2)N)N)C3=CC=C(C=C3)C(=O)NC(CCC(=O)O)C(=O)O. Cell line: BT-549. Synergy scores: CSS=9.62, Synergy_ZIP=-7.98, Synergy_Bliss=-4.89, Synergy_Loewe=-8.13, Synergy_HSA=-2.62.